Dataset: Forward reaction prediction with 1.9M reactions from USPTO patents (1976-2016). Task: Predict the product of the given reaction. (1) Given the reactants [CH2:1]([C:5]1[N:6]([CH2:15][C:16]2[CH:21]=[CH:20][CH:19]=[CH:18][C:17]=2[Cl:22])[C:7]([CH2:10][O:11]C(=O)C)=[CH:8][N:9]=1)[CH2:2][CH2:3][CH3:4].[OH-].[Na+].C(Cl)Cl, predict the reaction product. The product is: [CH2:1]([C:5]1[N:6]([CH2:15][C:16]2[CH:21]=[CH:20][CH:19]=[CH:18][C:17]=2[Cl:22])[C:7]([CH2:10][OH:11])=[CH:8][N:9]=1)[CH2:2][CH2:3][CH3:4]. (2) Given the reactants [Cl:1][C:2]1[CH:28]=[CH:27][C:5]([O:6][C:7]2[N:8]=[CH:9][C:10]([N:13]3[C@@H:17]([C:18]4[CH:23]=[CH:22][CH:21]=[C:20]([O:24]C)[CH:19]=4)[CH2:16][CH2:15][C:14]3=[O:26])=[N:11][CH:12]=2)=[CH:4][CH:3]=1.B(Br)(Br)Br, predict the reaction product. The product is: [Cl:1][C:2]1[CH:3]=[CH:4][C:5]([O:6][C:7]2[N:8]=[CH:9][C:10]([N:13]3[C@@H:17]([C:18]4[CH:23]=[CH:22][CH:21]=[C:20]([OH:24])[CH:19]=4)[CH2:16][CH2:15][C:14]3=[O:26])=[N:11][CH:12]=2)=[CH:27][CH:28]=1. (3) Given the reactants Br[C:2]1[CH:7]=[CH:6][N:5]=[C:4]([CH2:8][C:9]([NH:11][C:12]2[N:17]=[N:16][C:15]([CH2:18][CH2:19][CH2:20][CH2:21][N:22]3[CH:26]=[C:25]([C:27]([NH:29][CH3:30])=[O:28])[N:24]=[N:23]3)=[CH:14][CH:13]=2)=[O:10])[CH:3]=1.[F:31][C:32]([F:43])([F:42])[C:33]1[CH:38]=[CH:37][CH:36]=[CH:35][C:34]=1B(O)O.C([O-])([O-])=O.[Cs+].[Cs+], predict the reaction product. The product is: [CH3:30][NH:29][C:27]([C:25]1[N:24]=[N:23][N:22]([CH2:21][CH2:20][CH2:19][CH2:18][C:15]2[N:16]=[N:17][C:12]([NH:11][C:9](=[O:10])[CH2:8][C:4]3[CH:3]=[C:2]([C:34]4[CH:35]=[CH:36][CH:37]=[CH:38][C:33]=4[C:32]([F:43])([F:42])[F:31])[CH:7]=[CH:6][N:5]=3)=[CH:13][CH:14]=2)[CH:26]=1)=[O:28]. (4) Given the reactants [OH:1][C:2]1[CH:3]=[C:4]([CH2:12][C:13]([OH:15])=[O:14])[CH:5]=[C:6]([C:8]([F:11])([F:10])[F:9])[CH:7]=1.[CH2:16]([S:18]([C:21]1[CH:26]=[CH:25][C:24](F)=[C:23]([Cl:28])[CH:22]=1)(=[O:20])=[O:19])[CH3:17], predict the reaction product. The product is: [Cl:28][C:23]1[CH:22]=[C:21]([S:18]([CH2:16][CH3:17])(=[O:20])=[O:19])[CH:26]=[CH:25][C:24]=1[O:1][C:2]1[CH:3]=[C:4]([CH2:12][C:13]([OH:15])=[O:14])[CH:5]=[C:6]([C:8]([F:9])([F:10])[F:11])[CH:7]=1. (5) Given the reactants [NH2:1][C:2]1[CH:11]=[CH:10][C:9]2[NH:8][C:7](=[O:12])[C:6]3[NH:13][CH:14]=[CH:15][C:5]=3[C:4]=2[CH:3]=1.Cl.[CH2:17]([C:19]([OH:21])=[O:20])[CH3:18].[C:22]([C:26]1[CH:31]=[CH:30][C:29]([S:32](Cl)(=[O:34])=[O:33])=[CH:28][CH:27]=1)([CH3:25])([CH3:24])[CH3:23], predict the reaction product. The product is: [C:22]([C:26]1[CH:31]=[CH:30][C:29]([S:32]([NH:1][C:2]2[CH:11]=[CH:10][C:9]3[NH:8][C:7](=[O:12])[C:6]4[NH:13][CH:14]=[CH:15][C:5]=4[C:4]=3[CH:3]=2)(=[O:34])=[O:33])=[CH:28][CH:27]=1)([CH3:25])([CH3:23])[CH3:24].[CH2:17]([C:19]([O-:21])=[O:20])[CH3:18]. (6) Given the reactants [OH:1][C@H:2]1[CH2:6][CH2:5][NH:4][CH2:3]1.C(N(C(C)C)CC)(C)C.[CH3:16][O:17][C:18]([C:20]1[N:21]([CH3:29])[C:22]([S:25](Cl)(=[O:27])=[O:26])=[CH:23][CH:24]=1)=[O:19].Cl, predict the reaction product. The product is: [CH3:16][O:17][C:18]([C:20]1[N:21]([CH3:29])[C:22]([S:25]([N:4]2[CH2:5][CH2:6][C@H:2]([OH:1])[CH2:3]2)(=[O:27])=[O:26])=[CH:23][CH:24]=1)=[O:19].